Task: Regression/Classification. Given a drug SMILES string, predict its absorption, distribution, metabolism, or excretion properties. Task type varies by dataset: regression for continuous measurements (e.g., permeability, clearance, half-life) or binary classification for categorical outcomes (e.g., BBB penetration, CYP inhibition). Dataset: cyp1a2_veith.. Dataset: CYP1A2 inhibition data for predicting drug metabolism from PubChem BioAssay (1) The drug is CCc1cc2c(nc1CC)CCN(CC/C(C)=N/O[C@@H]1O[C@H](COC(C)=O)[C@H](OC(C)=O)[C@H](OC(C)=O)[C@H]1OC(C)=O)C2. The result is 0 (non-inhibitor). (2) The drug is CO[C@H]1COC(=O)[C@H](C)NC(=O)[C@@H](C)COC(=O)[C@H]2CCCN2C(=O)C/C=C\[C@H]1C. The result is 0 (non-inhibitor). (3) The molecule is CC(=O)N1CCC[C@@]2(CCN(c3ccncc3)C2)C1. The result is 0 (non-inhibitor).